Dataset: Full USPTO retrosynthesis dataset with 1.9M reactions from patents (1976-2016). Task: Predict the reactants needed to synthesize the given product. (1) Given the product [CH:1]1([CH2:4][N:5]2[C:6](=[O:31])[C:7]([CH3:30])=[CH:8][C:9]([C:11]3[C:16]([O:17][C:18]4[CH:23]=[CH:22][C:21]([F:24])=[CH:20][C:19]=4[F:25])=[CH:15][N:14]=[C:13]([NH:37][S:34]([CH2:32][CH3:33])(=[O:36])=[O:35])[N:12]=3)=[CH:10]2)[CH2:2][CH2:3]1, predict the reactants needed to synthesize it. The reactants are: [CH:1]1([CH2:4][N:5]2[CH:10]=[C:9]([C:11]3[C:16]([O:17][C:18]4[CH:23]=[CH:22][C:21]([F:24])=[CH:20][C:19]=4[F:25])=[CH:15][N:14]=[C:13](S(C)(=O)=O)[N:12]=3)[CH:8]=[C:7]([CH3:30])[C:6]2=[O:31])[CH2:3][CH2:2]1.[CH2:32]([S:34]([NH2:37])(=[O:36])=[O:35])[CH3:33]. (2) Given the product [CH3:35][C:25]1[CH:26]=[C:27]([S:31]([NH:1][C:2]2[CH:3]=[CH:4][C:5]([NH:8][C:9]([NH:11][C:12]3[CH:13]=[CH:14][CH:15]=[CH:16][CH:17]=3)=[O:10])=[CH:6][CH:7]=2)(=[O:33])=[O:32])[CH:28]=[CH:29][CH:30]=1, predict the reactants needed to synthesize it. The reactants are: [NH2:1][C:2]1[CH:7]=[CH:6][C:5]([NH:8][C:9]([NH:11][C:12]2[CH:17]=[CH:16][CH:15]=[CH:14][CH:13]=2)=[O:10])=[CH:4][CH:3]=1.C(N(CC)CC)C.[C:25]1([CH3:35])[CH:30]=[CH:29][CH:28]=[C:27]([S:31](Cl)(=[O:33])=[O:32])[CH:26]=1. (3) Given the product [CH2:19]([O:18][CH:15]1[CH2:16][CH2:17][CH:12]([NH:11][C:4]2[N:3]=[C:2]([NH:34][C:23]3[CH:24]=[CH:25][C:26]([N:28]4[CH2:33][CH2:32][O:31][CH2:30][CH2:29]4)=[CH:27][C:22]=3[CH3:21])[N:10]=[C:9]3[C:5]=2[N:6]=[CH:7][NH:8]3)[CH2:13][CH2:14]1)[CH3:20], predict the reactants needed to synthesize it. The reactants are: Cl[C:2]1[N:10]=[C:9]2[C:5]([N:6]=[CH:7][NH:8]2)=[C:4]([NH:11][CH:12]2[CH2:17][CH2:16][CH:15]([O:18][CH2:19][CH3:20])[CH2:14][CH2:13]2)[N:3]=1.[CH3:21][C:22]1[CH:27]=[C:26]([N:28]2[CH2:33][CH2:32][O:31][CH2:30][CH2:29]2)[CH:25]=[CH:24][C:23]=1[NH2:34].C([O-])(=O)C.[Na+]. (4) The reactants are: [F:1][C:2]1[CH:3]=[C:4]([CH:23]=[CH:24][C:25]=1[F:26])[C:5]([NH:7][C:8](=S)[NH:9][C:10]1[C:18]2[C:13](=[C:14]([O:20][CH3:21])[CH:15]=[CH:16][C:17]=2[F:19])[NH:12][N:11]=1)=[O:6].C(Cl)CCl.[C:31]([NH2:35])([CH3:34])([CH3:33])[CH3:32]. Given the product [C:31]([NH:35][C:8]([NH:9][C:10]1[C:18]2[C:13](=[C:14]([O:20][CH3:21])[CH:15]=[CH:16][C:17]=2[F:19])[NH:12][N:11]=1)=[N:7][C:5](=[O:6])[C:4]1[CH:23]=[CH:24][C:25]([F:26])=[C:2]([F:1])[CH:3]=1)([CH3:34])([CH3:33])[CH3:32], predict the reactants needed to synthesize it.